From a dataset of Reaction yield outcomes from USPTO patents with 853,638 reactions. Predict the reaction yield, written as a fraction of the theoretical maximum amount of product (1.0 means a 100% yield; for example, 0.34 means a 34% yield). The reactants are [O:1]1[C:5]2[CH:6]=[CH:7][CH:8]=[CH:9][C:4]=2[NH:3][C:2]1=[O:10].C(=O)([O-])[O-].[K+].[K+].Br[CH2:18][CH2:19][CH2:20][Cl:21]. The catalyst is CN(C)C=O.C(OCC)(=O)C. The product is [Cl:21][CH2:20][CH2:19][CH2:18][N:3]1[C:4]2[CH:9]=[CH:8][CH:7]=[CH:6][C:5]=2[O:1][C:2]1=[O:10]. The yield is 0.990.